This data is from Forward reaction prediction with 1.9M reactions from USPTO patents (1976-2016). The task is: Predict the product of the given reaction. (1) Given the reactants Br[C:2]1[CH:3]=[C:4]([N:8]2[CH2:16][CH:15]3[CH2:17][N:11]4[CH2:12][CH:13]([CH2:18][CH:9]2[CH2:10]4)[CH2:14]3)[CH:5]=[N:6][CH:7]=1.[C:19]1(B(O)O)[CH:24]=[CH:23][CH:22]=[CH:21][CH:20]=1, predict the reaction product. The product is: [C:19]1([C:2]2[CH:3]=[C:4]([N:8]3[CH2:16][CH:15]4[CH2:17][N:11]5[CH2:12][CH:13]([CH2:18][CH:9]3[CH2:10]5)[CH2:14]4)[CH:5]=[N:6][CH:7]=2)[CH:24]=[CH:23][CH:22]=[CH:21][CH:20]=1. (2) Given the reactants [Cl:1][C:2]1[CH:7]=[CH:6][C:5]([N+:8]([O-:10])=[O:9])=[C:4](F)[CH:3]=1.[C:12]([NH2:16])([CH3:15])([CH3:14])[CH3:13].O, predict the reaction product. The product is: [C:12]([NH:16][C:4]1[CH:3]=[C:2]([Cl:1])[CH:7]=[CH:6][C:5]=1[N+:8]([O-:10])=[O:9])([CH3:15])([CH3:14])[CH3:13]. (3) Given the reactants [Br:1][C:2]1[CH:3]=[CH:4][C:5]([F:24])=[C:6]([C:8]([NH:17][S@:18]([C:20]([CH3:23])([CH3:22])[CH3:21])=[O:19])([CH:14]([F:16])[F:15])[CH2:9][C:10]([O:12][CH3:13])=[O:11])[CH:7]=1, predict the reaction product. The product is: [Br:1][C:2]1[CH:3]=[CH:4][C:5]([F:24])=[C:6]([C@:8]([NH:17][S@:18]([C:20]([CH3:22])([CH3:21])[CH3:23])=[O:19])([CH:14]([F:16])[F:15])[CH2:9][C:10]([O:12][CH3:13])=[O:11])[CH:7]=1.[F:15][CH:14]([F:16])[CH2:8][CH2:9][C:10]([O-:12])=[O:11]. (4) Given the reactants [Br:1][C:2]1[CH:7]=[CH:6][CH:5]=[CH:4][C:3]=1[NH:8][C:9]([NH:11][C:12]1[CH:17]=[CH:16][C:15]([Cl:18])=[C:14]([S:19]([NH:22][CH2:23][CH2:24][CH2:25][NH:26]C(OC(C)(C)C)=O)(=[O:21])=[O:20])[C:13]=1[OH:34])=[O:10].[F:35][C:36]([F:41])([F:40])[C:37]([OH:39])=[O:38], predict the reaction product. The product is: [F:35][C:36]([F:41])([F:40])[C:37]([OH:39])=[O:38].[NH2:26][CH2:25][CH2:24][CH2:23][NH:22][S:19]([C:14]1[C:13]([OH:34])=[C:12]([NH:11][C:9]([NH:8][C:3]2[CH:4]=[CH:5][CH:6]=[CH:7][C:2]=2[Br:1])=[O:10])[CH:17]=[CH:16][C:15]=1[Cl:18])(=[O:21])=[O:20]. (5) The product is: [CH3:2][C:1]1[O:31][C:6]([CH2:7][CH2:8][C:9]2([C:25]3[CH:26]=[CH:27][CH:28]=[CH:29][CH:30]=3)[O:14][C:13](=[O:15])[NH:12][CH2:11][CH2:10]2)=[N:5][N:4]=1. Given the reactants [C:1]([NH:4][NH:5][C:6](=[O:31])[CH2:7][CH2:8][C@@:9]1([C:25]2[CH:30]=[CH:29][CH:28]=[CH:27][CH:26]=2)[O:14][C:13](=[O:15])[N:12]([C@H](C2C=CC(Br)=CC=2)C)[CH2:11][CH2:10]1)(=O)[CH3:2].CC[N+](S(N=C(OC)[O-])(=O)=O)(CC)CC, predict the reaction product. (6) Given the reactants C(OC([N:8]1[CH:13]2[CH2:14][CH2:15][CH:9]1[CH2:10][NH:11][CH2:12]2)=O)(C)(C)C.C[Si]([N:20]=[C:21]=[O:22])(C)C.C(Cl)[Cl:24], predict the reaction product. The product is: [ClH:24].[CH:9]12[NH:8][CH:13]([CH2:14][CH2:15]1)[CH2:12][N:11]([C:21]([NH2:20])=[O:22])[CH2:10]2.